The task is: Predict which catalyst facilitates the given reaction.. This data is from Catalyst prediction with 721,799 reactions and 888 catalyst types from USPTO. (1) Reactant: C[C:2]([O-:5])(C)C.[K+].[F:7][C:8]([F:20])([F:19])[C:9]1[CH:14]=[CH:13][CH:12]=[C:11]([C:15]([F:18])([F:17])[F:16])[CH:10]=1.[Li]CCCC.C=O.Cl. Product: [F:7][C:8]([F:19])([F:20])[C:9]1[CH:14]=[CH:13][CH:12]=[C:11]([C:15]([F:16])([F:17])[F:18])[C:10]=1[CH2:2][OH:5]. The catalyst class is: 1. (2) Product: [O:24]1[C:25]2[CH:26]=[CH:27][C:28]([C:10]3[CH:9]=[C:8]([C:6]([CH:1]4[CH2:2][CH2:3][CH2:4][CH2:5]4)=[O:7])[CH:13]=[C:12]([OH:14])[CH:11]=3)=[CH:29][C:30]=2[O:31][CH2:23]1. The catalyst class is: 853. Reactant: [CH:1]1([C:6]([C:8]2[CH:9]=[C:10](OS(C(F)(F)F)(=O)=O)[CH:11]=[C:12]([OH:14])[CH:13]=2)=[O:7])[CH2:5][CH2:4][CH2:3][CH2:2]1.[CH2:23]1[O:31][C:30]2[CH:29]=[CH:28][C:27](B(O)O)=[CH:26][C:25]=2[O:24]1.C(=O)([O-])[O-].[Na+].[Na+]. (3) Reactant: [C:1]([C:3]1[CH:8]=[CH:7][C:6]([S:9]([C:11]2[CH:12]=[C:13]([C:29]([OH:31])=O)[C:14](=[O:28])[N:15]([C:18]3[CH:23]=[CH:22][CH:21]=[C:20]([C:24]([F:27])([F:26])[F:25])[CH:19]=3)[C:16]=2[CH3:17])=[O:10])=[CH:5][CH:4]=1)#[N:2].CN(C(ON1N=NC2C=CC=NC1=2)=[N+](C)C)C.F[P-](F)(F)(F)(F)F.[CH2:56]([CH2:58][NH2:59])[OH:57].CCN(C(C)C)C(C)C. Product: [C:1]([C:3]1[CH:8]=[CH:7][C:6]([S:9]([C:11]2[CH:12]=[C:13]([C:29]([NH:59][CH2:58][CH2:56][OH:57])=[O:31])[C:14](=[O:28])[N:15]([C:18]3[CH:23]=[CH:22][CH:21]=[C:20]([C:24]([F:25])([F:26])[F:27])[CH:19]=3)[C:16]=2[CH3:17])=[O:10])=[CH:5][CH:4]=1)#[N:2]. The catalyst class is: 37. (4) Reactant: N1C=CC=CC=1.[OH:7][C:8]1[CH:17]=[CH:16][C:15]2[C:10](=[CH:11][C:12]([OH:18])=[CH:13][CH:14]=2)[CH:9]=1.[F:19][C:20]([F:33])([F:32])[S:21](O[S:21]([C:20]([F:33])([F:32])[F:19])(=[O:23])=[O:22])(=[O:23])=[O:22].Cl. Product: [OH:7][C:8]1[CH:9]=[C:10]2[C:15]([CH:14]=[CH:13][C:12]([O:18][S:21]([C:20]([F:33])([F:32])[F:19])(=[O:23])=[O:22])=[CH:11]2)=[CH:16][CH:17]=1. The catalyst class is: 4. (5) Reactant: [CH2:1]([O:3][C:4]([C:6]1([NH:12][S:13]([C:16]2[CH:21]=[CH:20][C:19]([O:22][CH2:23][C:24]3[C:33]4[C:28](=[CH:29][CH:30]=[CH:31][CH:32]=4)[N:27]=[C:26]([CH3:34])[CH:25]=3)=[CH:18][CH:17]=2)(=[O:15])=[O:14])[CH2:11][CH2:10][NH:9][CH2:8][CH2:7]1)=[O:5])[CH3:2].[C:35](Cl)(=[O:37])[CH3:36]. Product: [CH2:1]([O:3][C:4]([C:6]1([NH:12][S:13]([C:16]2[CH:17]=[CH:18][C:19]([O:22][CH2:23][C:24]3[C:33]4[C:28](=[CH:29][CH:30]=[CH:31][CH:32]=4)[N:27]=[C:26]([CH3:34])[CH:25]=3)=[CH:20][CH:21]=2)(=[O:15])=[O:14])[CH2:7][CH2:8][N:9]([C:35](=[O:37])[CH3:36])[CH2:10][CH2:11]1)=[O:5])[CH3:2]. The catalyst class is: 2. (6) Reactant: Br[C:2]1[C:10]2[C:9]([NH2:11])=[N:8][CH:7]=[N:6][C:5]=2[N:4]([CH2:12][CH2:13][N:14]2[CH2:19][CH2:18][O:17][CH2:16][CH2:15]2)[CH:3]=1.CC1(C)C(C)(C)OB([C:28]2[CH:29]=[C:30]3[C:34](=[CH:35][CH:36]=2)[N:33]([C:37](=[O:49])[CH2:38][C:39]2[CH:44]=[CH:43][CH:42]=[C:41]([C:45]([F:48])([F:47])[F:46])[CH:40]=2)[CH2:32][CH2:31]3)O1.O1CCOCC1.C([O-])(O)=O.[Na+]. Product: [N:14]1([CH2:13][CH2:12][N:4]2[C:5]3[N:6]=[CH:7][N:8]=[C:9]([NH2:11])[C:10]=3[C:2]([C:28]3[CH:29]=[C:30]4[C:34](=[CH:35][CH:36]=3)[N:33]([C:37](=[O:49])[CH2:38][C:39]3[CH:44]=[CH:43][CH:42]=[C:41]([C:45]([F:48])([F:46])[F:47])[CH:40]=3)[CH2:32][CH2:31]4)=[CH:3]2)[CH2:19][CH2:18][O:17][CH2:16][CH2:15]1. The catalyst class is: 257. (7) Reactant: [CH2:1]([C@@H:4]1[CH2:9][C@H:8]([C:10]2[CH:15]=[CH:14][CH:13]=[C:12]([Cl:16])[CH:11]=2)[C@@H:7]([C:17]2[CH:22]=[CH:21][C:20]([Cl:23])=[CH:19][CH:18]=2)[NH:6][C:5]1=[O:24])[CH:2]=[CH2:3].[H-].[Na+].Br[CH:28]([CH2:33][CH3:34])[C:29]([O:31][CH3:32])=[O:30]. Product: [CH2:1]([C@@H:4]1[CH2:9][C@H:8]([C:10]2[CH:15]=[CH:14][CH:13]=[C:12]([Cl:16])[CH:11]=2)[C@@H:7]([C:17]2[CH:22]=[CH:21][C:20]([Cl:23])=[CH:19][CH:18]=2)[N:6]([C@@H:28]([CH2:33][CH3:34])[C:29]([O:31][CH3:32])=[O:30])[C:5]1=[O:24])[CH:2]=[CH2:3]. The catalyst class is: 3. (8) Reactant: Br[C:2]1[CH:3]=[CH:4][C:5]([C:8]([N:10]([CH2:14][C:15]2[CH:31]=[CH:30][CH:29]=[CH:28][C:16]=2[O:17][CH2:18][CH2:19][CH2:20][CH2:21][CH2:22][C:23]([O:25][CH2:26][CH3:27])=[O:24])[CH:11]([CH3:13])[CH3:12])=[O:9])=[N:6][CH:7]=1.[O:32]1[CH:36]=[CH:35][CH:34]=[C:33]1B(O)O.C([O-])([O-])=O.[Na+].[Na+].C(Cl)Cl. Product: [O:32]1[CH:36]=[CH:35][CH:34]=[C:33]1[C:2]1[CH:3]=[CH:4][C:5]([C:8]([N:10]([CH2:14][C:15]2[CH:31]=[CH:30][CH:29]=[CH:28][C:16]=2[O:17][CH2:18][CH2:19][CH2:20][CH2:21][CH2:22][C:23]([O:25][CH2:26][CH3:27])=[O:24])[CH:11]([CH3:13])[CH3:12])=[O:9])=[N:6][CH:7]=1. The catalyst class is: 149. (9) Reactant: [CH2:1]1[C:4]2([CH2:9][CH2:8][N:7]([C:10]([O:12][C:13]([CH3:16])([CH3:15])[CH3:14])=[O:11])[CH2:6][CH2:5]2)[CH2:3][NH:2]1.N1C=CC=CC=1.[Cl:23][C:24](Cl)([O:26]C(=O)OC(Cl)(Cl)Cl)Cl. Product: [Cl:23][C:24]([N:2]1[CH2:3][C:4]2([CH2:5][CH2:6][N:7]([C:10]([O:12][C:13]([CH3:16])([CH3:15])[CH3:14])=[O:11])[CH2:8][CH2:9]2)[CH2:1]1)=[O:26]. The catalyst class is: 4.